Dataset: Forward reaction prediction with 1.9M reactions from USPTO patents (1976-2016). Task: Predict the product of the given reaction. Given the reactants CC(C)([O-])C.[K+].[Cl:7][C:8]1[C:13]([N+:14]([O-])=O)=[CH:12][CH:11]=[CH:10][N:9]=1.Cl.CO[NH2:20].[Cl-].[NH4+].C(=O)([O-])O.[Na+].C(=O)=O, predict the reaction product. The product is: [Cl:7][C:8]1[C:13]([NH2:14])=[C:12]([NH2:20])[CH:11]=[CH:10][N:9]=1.